Dataset: Forward reaction prediction with 1.9M reactions from USPTO patents (1976-2016). Task: Predict the product of the given reaction. Given the reactants [C:9](O[C:9]([O:11][C:12]([CH3:15])([CH3:14])[CH3:13])=[O:10])([O:11][C:12]([CH3:15])([CH3:14])[CH3:13])=[O:10].Cl.[NH2:17][CH2:18][CH:19]([C:22]1[CH:27]=[CH:26][CH:25]=[CH:24][C:23]=1[C:28]([F:31])([F:30])[F:29])[CH2:20][OH:21].C(=O)(O)[O-].[Na+], predict the reaction product. The product is: [OH:21][CH2:20][CH:19]([C:22]1[CH:27]=[CH:26][CH:25]=[CH:24][C:23]=1[C:28]([F:29])([F:30])[F:31])[CH2:18][NH:17][C:9](=[O:10])[O:11][C:12]([CH3:13])([CH3:14])[CH3:15].